From a dataset of Peptide-MHC class I binding affinity with 185,985 pairs from IEDB/IMGT. Regression. Given a peptide amino acid sequence and an MHC pseudo amino acid sequence, predict their binding affinity value. This is MHC class I binding data. The binding affinity (normalized) is 0. The MHC is HLA-A29:02 with pseudo-sequence HLA-A29:02. The peptide sequence is TPQDLNTML.